This data is from Forward reaction prediction with 1.9M reactions from USPTO patents (1976-2016). The task is: Predict the product of the given reaction. (1) Given the reactants CCCP1(OP(CCC)(=O)OP(CCC)(=O)O1)=O.[Cl:19][C:20]1[CH:25]=[CH:24][C:23]([C:26]2[S:27][C:28]([C:36]([OH:38])=O)=[C:29]([CH2:31][C:32]([O:34][CH3:35])=[O:33])[N:30]=2)=[CH:22][CH:21]=1.[C:39]([O:43][C:44]([N:46]1[CH2:49][CH:48]([O:50][C:51]2[CH:56]=[CH:55][C:54]([NH2:57])=[CH:53][C:52]=2[O:58][CH3:59])[CH2:47]1)=[O:45])([CH3:42])([CH3:41])[CH3:40].CN1CCOCC1, predict the reaction product. The product is: [C:39]([O:43][C:44]([N:46]1[CH2:47][CH:48]([O:50][C:51]2[CH:56]=[CH:55][C:54]([NH:57][C:36]([C:28]3[S:27][C:26]([C:23]4[CH:22]=[CH:21][C:20]([Cl:19])=[CH:25][CH:24]=4)=[N:30][C:29]=3[CH2:31][C:32]([O:34][CH3:35])=[O:33])=[O:38])=[CH:53][C:52]=2[O:58][CH3:59])[CH2:49]1)=[O:45])([CH3:42])([CH3:41])[CH3:40]. (2) Given the reactants [Br:1][C:2]1[CH:3]=[CH:4][C:5](Cl)=[N:6][CH:7]=1.FC(F)(F)C1C=CC([O:17][C:18]2[CH:19]=[C:20]([CH:24]=[C:25]3[CH2:30][CH2:29][CH:28]([NH2:31])[CH2:27][CH2:26]3)[CH:21]=[CH:22][CH:23]=2)=NC=1, predict the reaction product. The product is: [Br:1][C:2]1[CH:3]=[CH:4][C:5]([O:17][C:18]2[CH:19]=[C:20]([CH:24]=[C:25]3[CH2:30][CH2:29][CH:28]([NH2:31])[CH2:27][CH2:26]3)[CH:21]=[CH:22][CH:23]=2)=[N:6][CH:7]=1. (3) Given the reactants Br[C:2]1[C:7]2[NH:8][C:9]([N:11]3[CH2:16][CH2:15][N:14]([C:17]4[C:22]([Cl:23])=[CH:21][CH:20]=[CH:19][N:18]=4)[CH2:13][C@H:12]3[CH3:24])=[N:10][C:6]=2[CH:5]=[C:4]([C:25]([F:28])([F:27])[F:26])[CH:3]=1.[F:29][C:30]1[CH:31]=[C:32](B(O)O)[CH:33]=[CH:34][C:35]=1[O:36][CH3:37], predict the reaction product. The product is: [Cl:23][C:22]1[C:17]([N:14]2[CH2:15][CH2:16][N:11]([C:9]3[NH:8][C:7]4[C:2]([C:32]5[CH:33]=[CH:34][C:35]([O:36][CH3:37])=[C:30]([F:29])[CH:31]=5)=[CH:3][C:4]([C:25]([F:26])([F:27])[F:28])=[CH:5][C:6]=4[N:10]=3)[C@H:12]([CH3:24])[CH2:13]2)=[N:18][CH:19]=[CH:20][CH:21]=1. (4) Given the reactants [Br:1][C:2]1[N:7]=[N:6][C:5]([NH2:8])=[CH:4][CH:3]=1.Br[CH:10]([CH3:16])[C:11]([CH:13]1[CH2:15][CH2:14]1)=O.C([O-])(O)=O.[Na+], predict the reaction product. The product is: [Br:1][C:2]1[CH:3]=[CH:4][C:5]2[N:6]([C:10]([CH3:16])=[C:11]([CH:13]3[CH2:15][CH2:14]3)[N:8]=2)[N:7]=1. (5) The product is: [CH:1]1([C:6]([N:8]2[CH2:13][CH:12]([C:14]3[CH:15]=[CH:16][C:17]([CH2:20][CH3:21])=[CH:18][CH:19]=3)[CH2:11][CH:10]([C:22]3[O:24][N:35]=[C:27]([CH2:28][N:29]4[CH2:34][CH2:33][O:32][CH2:31][CH2:30]4)[N:26]=3)[CH2:9]2)=[O:7])[CH2:2][CH2:3][CH2:4][CH2:5]1. Given the reactants [CH:1]1([C:6]([N:8]2[CH2:13][CH:12]([C:14]3[CH:19]=[CH:18][C:17]([CH2:20][CH3:21])=[CH:16][CH:15]=3)[CH2:11][CH:10]([C:22]([OH:24])=O)[CH2:9]2)=[O:7])[CH2:5][CH2:4][CH2:3][CH2:2]1.O[NH:26][C:27](=[NH:35])[CH2:28][N:29]1[CH2:34][CH2:33][O:32][CH2:31][CH2:30]1, predict the reaction product. (6) Given the reactants C([O:5][C:6](=[O:33])[CH2:7][N:8]1[C:12]2=[N:13][C:14]([C:17]([O:19][CH3:20])=[O:18])=[CH:15][CH:16]=[C:11]2[C:10]([CH:21]2[CH2:26][CH2:25][CH2:24][CH2:23][CH2:22]2)=[C:9]1[C:27]1[CH:32]=[CH:31][CH:30]=[CH:29][CH:28]=1)(C)(C)C, predict the reaction product. The product is: [CH:21]1([C:10]2[C:11]3[C:12](=[N:13][C:14]([C:17]([O:19][CH3:20])=[O:18])=[CH:15][CH:16]=3)[N:8]([CH2:7][C:6]([OH:33])=[O:5])[C:9]=2[C:27]2[CH:32]=[CH:31][CH:30]=[CH:29][CH:28]=2)[CH2:22][CH2:23][CH2:24][CH2:25][CH2:26]1. (7) Given the reactants C(O[C:4](=O)[CH2:5][N:6]=C(C1C=CC=CC=1)C1C=CC=CC=1)C.[H-].[Na+].Cl[C:24]1[C:29]([Cl:30])=[CH:28][C:27]([C:31]([F:34])([F:33])[F:32])=[CH:26][N:25]=1.CI.C(=O)([O-])[O-].[Na+].[Na+], predict the reaction product. The product is: [Cl:30][C:29]1[C:24]([CH:5]([CH3:4])[NH2:6])=[N:25][CH:26]=[C:27]([C:31]([F:34])([F:33])[F:32])[CH:28]=1. (8) Given the reactants [O:1]=[S:2]1(=[O:34])[C:8]2[CH:9]=[C:10]([O:15][CH2:16][C:17]([O:19]CC)=[O:18])[C:11]([S:13]C)=[CH:12][C:7]=2[N:6]([C:22]2[CH:27]=[CH:26][CH:25]=[CH:24][CH:23]=2)[CH2:5][C:4]([CH2:30][CH2:31][CH2:32][CH3:33])([CH2:28][CH3:29])[CH2:3]1.[CH2:35]1COC[CH2:36]1.[Li+].[OH-], predict the reaction product. The product is: [O:1]=[S:2]1(=[O:34])[C:8]2[CH:9]=[C:10]([O:15][CH2:16][C:17]([OH:19])=[O:18])[C:11]([S:13][CH2:35][CH3:36])=[CH:12][C:7]=2[N:6]([C:22]2[CH:23]=[CH:24][CH:25]=[CH:26][CH:27]=2)[CH2:5][C:4]([CH2:30][CH2:31][CH2:32][CH3:33])([CH2:28][CH3:29])[CH2:3]1.